This data is from Reaction yield outcomes from USPTO patents with 853,638 reactions. The task is: Predict the reaction yield, written as a fraction of the theoretical maximum amount of product (1.0 means a 100% yield; for example, 0.34 means a 34% yield). (1) The reactants are [CH3:1][C@@:2]([OH:34])([C:30]([CH3:33])([CH3:32])[CH3:31])[C@@H:3]1[C@:8]2([O:28][CH3:29])[C@@H:9]3[O:23][C:18]4=[C:19]([OH:22])[CH:20]=[CH:21][C:16]5=[C:17]4[C@:10]43[CH2:11][CH2:12][N:13]([CH2:24][CH:25]3[CH2:27][CH2:26]3)[C@H:14]([CH2:15]5)[C@@:5]4([CH2:6][CH2:7]2)[CH2:4]1.[ClH:35]. The catalyst is C(O)C. The product is [CH3:1][C@@:2]([OH:34])([C:30]([CH3:33])([CH3:32])[CH3:31])[C@@H:3]1[C@:8]2([O:28][CH3:29])[C@@H:9]3[O:23][C:18]4=[C:19]([OH:22])[CH:20]=[CH:21][C:16]5=[C:17]4[C@:10]43[CH2:11][CH2:12][N:13]([CH2:24][CH:25]3[CH2:26][CH2:27]3)[C@H:14]([CH2:15]5)[C@@:5]4([CH2:6][CH2:7]2)[CH2:4]1.[ClH:35]. The yield is 0.960. (2) The reactants are ClC1C=C(C2ON=C(C3C=CC4OC(C5(NC(=O)OC(C)(C)C)COC(C)(C)OC5)=CC=4C=3)N=2)C=CC=1OCCC.CC1(C)[O:48][CH2:47][C:46]([NH:66]C(=O)OC(C)(C)C)([C:49]2[S:53][C:52]3[CH:54]=[CH:55][C:56]([CH2:58][CH2:59][CH2:60][CH2:61][CH2:62][CH2:63][CH2:64][CH3:65])=[CH:57][C:51]=3[CH:50]=2)[CH2:45][O:44]1. No catalyst specified. The product is [NH2:66][C:46]([C:49]1[S:53][C:52]2[CH:54]=[CH:55][C:56]([CH2:58][CH2:59][CH2:60][CH2:61][CH2:62][CH2:63][CH2:64][CH3:65])=[CH:57][C:51]=2[CH:50]=1)([CH2:47][OH:48])[CH2:45][OH:44]. The yield is 0.380. (3) The reactants are CCCC[N+](CCCC)(CCCC)CCCC.[F-].C1(S([N:28]2[C:36]3[C:31](=[CH:32][C:33]([C:37]4[CH:42]=[CH:41][C:40]([CH2:43][N:44]5[CH2:49][CH2:48][O:47][CH2:46][CH2:45]5)=[CH:39][CH:38]=4)=[CH:34][CH:35]=3)[C:30]3[CH:50]=[C:51]([Cl:54])[CH:52]=[N:53][C:29]2=3)(=O)=O)C=CC=CC=1. The catalyst is C1COCC1. The product is [Cl:54][C:51]1[CH:52]=[N:53][C:29]2[NH:28][C:36]3[C:31]([C:30]=2[CH:50]=1)=[CH:32][C:33]([C:37]1[CH:38]=[CH:39][C:40]([CH2:43][N:44]2[CH2:45][CH2:46][O:47][CH2:48][CH2:49]2)=[CH:41][CH:42]=1)=[CH:34][CH:35]=3. The yield is 0.610. (4) The reactants are [C:1]1([S:11]([N:14]2[C:22]3[C:17](=[CH:18][CH:19]=[C:20]([NH2:23])[CH:21]=3)[CH:16]=[N:15]2)(=[O:13])=[O:12])[C:10]2[C:5](=[CH:6][CH:7]=[CH:8][CH:9]=2)[CH:4]=[CH:3][CH:2]=1.[C:24]([N:31]1[CH2:36][CH2:35][CH:34](C=O)[CH2:33][CH2:32]1)([O:26][C:27]([CH3:30])([CH3:29])[CH3:28])=[O:25].[C:39](O[BH-](OC(=O)C)OC(=O)C)(=O)C.[Na+].C(O)(=O)C. The catalyst is ClCCCl. The product is [C:27]([O:26][C:24]([N:31]1[CH2:32][CH2:33][CH2:34][CH2:35][CH:36]1[CH2:39][NH:23][C:20]1[CH:21]=[C:22]2[C:17]([CH:16]=[N:15][N:14]2[S:11]([C:1]2[C:10]3[C:5](=[CH:6][CH:7]=[CH:8][CH:9]=3)[CH:4]=[CH:3][CH:2]=2)(=[O:13])=[O:12])=[CH:18][CH:19]=1)=[O:25])([CH3:28])([CH3:29])[CH3:30]. The yield is 0.390. (5) The reactants are [NH2:1][C@H:2]([C:12]1[N:17]([C:18]2[CH:23]=[CH:22][CH:21]=[CH:20][CH:19]=2)[C:16](=[O:24])[C:15]2=[CH:25][CH:26]=[CH:27][N:14]2[N:13]=1)[CH2:3][CH2:4][O:5][C:6]1[CH:11]=[CH:10][CH:9]=[CH:8][CH:7]=1.[NH2:28][C:29]1[C:34]([C:35]#[N:36])=[C:33](Cl)[N:32]=[CH:31][N:30]=1.C(N(CC)C(C)C)(C)C. No catalyst specified. The product is [NH2:28][C:29]1[C:34]([C:35]#[N:36])=[C:33]([NH:1][C@H:2]([C:12]2[N:17]([C:18]3[CH:19]=[CH:20][CH:21]=[CH:22][CH:23]=3)[C:16](=[O:24])[C:15]3=[CH:25][CH:26]=[CH:27][N:14]3[N:13]=2)[CH2:3][CH2:4][O:5][C:6]2[CH:7]=[CH:8][CH:9]=[CH:10][CH:11]=2)[N:32]=[CH:31][N:30]=1. The yield is 0.550. (6) The reactants are [Cl:1][C:2]1[CH:10]=[C:9]([C:11]2[N:16]=[C:15]3[N:17]([CH2:20][C:21]4[CH:22]=[C:23]5[C:28](=[CH:29][CH:30]=4)[N:27]=[CH:26][CH:25]=[CH:24]5)[N:18]=[N:19][C:14]3=[CH:13][CH:12]=2)[CH:8]=[CH:7][C:3]=1[C:4]([NH2:6])=[O:5].[OH:31]OS([O-])=O.[K+]. The catalyst is CC(C)=O.O.C(=O)(O)[O-].[Na+]. The product is [C:4]([C:3]1[CH:7]=[CH:8][C:9]([C:11]2[N:16]=[C:15]3[N:17]([CH2:20][C:21]4[CH:22]=[C:23]5[C:28](=[CH:29][CH:30]=4)[N+:27]([O-:31])=[CH:26][CH:25]=[CH:24]5)[N:18]=[N:19][C:14]3=[CH:13][CH:12]=2)=[CH:10][C:2]=1[Cl:1])(=[O:5])[NH2:6]. The yield is 0.290. (7) The reactants are [OH-].[K+].[Br:3][C:4]1[CH:5]=[CH:6][C:7]2[NH:8][C:9]3[C:14]([C:15]=2[CH:16]=1)=[CH:13][C:12]([Br:17])=[CH:11][CH:10]=3.Br[CH2:19][CH2:20][CH:21]1[O:23][CH2:22]1. The catalyst is CN(C=O)C.CCOC(C)=O. The product is [Br:17][C:12]1[CH:11]=[CH:10][C:9]2[N:8]([CH2:19][CH2:20][CH:21]3[CH2:22][O:23]3)[C:7]3[C:15]([C:14]=2[CH:13]=1)=[CH:16][C:4]([Br:3])=[CH:5][CH:6]=3. The yield is 0.979. (8) The product is [Cl:23][CH2:24][C:25]([N:13]1[CH2:14][CH2:15][CH2:16][N:10]([C:7]2[CH:6]=[CH:5][C:4]([N+:1]([O-:3])=[O:2])=[CH:9][CH:8]=2)[CH2:11][CH2:12]1)=[O:26]. The catalyst is CN(C)C=O. The reactants are [N+:1]([C:4]1[CH:9]=[CH:8][C:7]([N:10]2[CH2:16][CH2:15][CH2:14][NH:13][CH2:12][CH2:11]2)=[CH:6][CH:5]=1)([O-:3])=[O:2].C(=O)([O-])[O-].[K+].[K+].[Cl:23][CH2:24][C:25](Cl)=[O:26]. The yield is 0.750. (9) The reactants are [C:1]([C:4]1[CH:13]=[C:8]([C:9]([O:11][CH3:12])=[O:10])[C:7]([OH:14])=[CH:6][CH:5]=1)(=[O:3])[CH3:2].C(=O)([O-])[O-].[K+].[K+].[CH2:21](Br)[C:22]1[CH:27]=[CH:26][CH:25]=[CH:24][CH:23]=1. The catalyst is C(#N)C. The product is [CH3:12][O:11][C:9](=[O:10])[C:8]1[CH:13]=[C:4]([C:1](=[O:3])[CH3:2])[CH:5]=[CH:6][C:7]=1[O:14][CH2:21][C:22]1[CH:27]=[CH:26][CH:25]=[CH:24][CH:23]=1. The yield is 1.00. (10) The reactants are [C:1]([C:3]1[CH:4]=[C:5]([CH:9]=[CH:10][C:11]=1[CH2:12][N:13]1[CH2:18][CH2:17][CH:16]([CH2:19][NH:20][C@@H:21]2[CH2:23][C@H:22]2[C:24]2[CH:29]=[CH:28][CH:27]=[CH:26][CH:25]=2)[CH2:15][CH2:14]1)[C:6]([O-:8])=[O:7])#[N:2].[K+].[C:31]([O-:34])([O-])=[O:32].[Na+].[Na+].C(O)(=O)[CH2:38][C:39]([CH2:44]C(O)=O)([C:41](O)=O)O. The catalyst is C1COCC1.O. The product is [C:39]([O:34][C:31]([N:20]([CH2:19][CH:16]1[CH2:17][CH2:18][N:13]([CH2:12][C:11]2[CH:10]=[CH:9][C:5]([C:6]([OH:8])=[O:7])=[CH:4][C:3]=2[C:1]#[N:2])[CH2:14][CH2:15]1)[C@@H:21]1[CH2:23][C@H:22]1[C:24]1[CH:29]=[CH:28][CH:27]=[CH:26][CH:25]=1)=[O:32])([CH3:44])([CH3:41])[CH3:38]. The yield is 0.316.